From a dataset of Reaction yield outcomes from USPTO patents with 853,638 reactions. Predict the reaction yield, written as a fraction of the theoretical maximum amount of product (1.0 means a 100% yield; for example, 0.34 means a 34% yield). (1) The reactants are [Cl:1][C:2]1[CH:10]=[CH:9][CH:8]=[C:7]2[C:3]=1[C:4]([C:11]([NH:13][CH2:14][CH:15]1[CH2:20][CH2:19][C:18]([F:22])([F:21])[CH2:17][CH2:16]1)=[O:12])=[CH:5][NH:6]2.O[CH2:24][C@@H:25]1[CH2:28][CH2:27][N:26]1[C:29]([O:31][C:32]([CH3:35])([CH3:34])[CH3:33])=[O:30]. The catalyst is C1(C)C=CC=CC=1. The product is [C:32]([O:31][C:29]([N:26]1[CH2:27][CH2:28][C@H:25]1[CH2:24][N:6]1[C:7]2[C:3](=[C:2]([Cl:1])[CH:10]=[CH:9][CH:8]=2)[C:4]([C:11](=[O:12])[NH:13][CH2:14][CH:15]2[CH2:20][CH2:19][C:18]([F:21])([F:22])[CH2:17][CH2:16]2)=[CH:5]1)=[O:30])([CH3:35])([CH3:33])[CH3:34]. The yield is 0.800. (2) The reactants are Br[C:2]1[CH:3]=[C:4]([N:8]2[C:16]3[C:11](=[CH:12][C:13]([N:17]4[CH:21]=[C:20]([CH3:22])[N:19]=[CH:18]4)=[CH:14][CH:15]=3)[C:10]([C:23]([NH2:25])=[O:24])=[N:9]2)[CH:5]=[CH:6][CH:7]=1.[C:26]([C@:28]1([OH:35])[CH2:32][CH2:31][N:30]([CH3:33])[C:29]1=[O:34])#[CH:27]. No catalyst specified. The product is [OH:35][C@@:28]1([C:26]#[C:27][C:2]2[CH:3]=[C:4]([N:8]3[C:16]4[C:11](=[CH:12][C:13]([N:17]5[CH:21]=[C:20]([CH3:22])[N:19]=[CH:18]5)=[CH:14][CH:15]=4)[C:10]([C:23]([NH2:25])=[O:24])=[N:9]3)[CH:5]=[CH:6][CH:7]=2)[CH2:32][CH2:31][N:30]([CH3:33])[C:29]1=[O:34]. The yield is 0.740. (3) The reactants are [F:1][C:2]1[CH:3]=[C:4]([CH:6]=[CH:7][C:8]=1[O:9][C:10]1[CH:15]=[CH:14][N:13]=[C:12]2[CH:16]=[C:17]([C:19]3[N:20]=[N:21][N:22]([CH2:24][CH2:25][N:26]4[CH2:30][CH2:29][CH2:28][CH2:27]4)[CH:23]=3)[S:18][C:11]=12)[NH2:5].[N:31]1[CH:36]=[CH:35][CH:34]=C[CH:32]=1.ClC(OC1C=CC=CC=1)=[O:39].C1(N)CC1. The catalyst is CN(C=O)C.CCOC(C)=O.CCOCC. The product is [CH:36]1([NH:31][C:32]([NH:5][C:4]2[CH:6]=[CH:7][C:8]([O:9][C:10]3[CH:15]=[CH:14][N:13]=[C:12]4[CH:16]=[C:17]([C:19]5[N:20]=[N:21][N:22]([CH2:24][CH2:25][N:26]6[CH2:27][CH2:28][CH2:29][CH2:30]6)[CH:23]=5)[S:18][C:11]=34)=[C:2]([F:1])[CH:3]=2)=[O:39])[CH2:34][CH2:35]1. The yield is 0.420. (4) The reactants are Br[C:2]1[CH:7]=[C:6]([CH3:8])[N:5]=[C:4]([CH3:9])[CH:3]=1.[Br:10][C:11]1[CH:16]=[CH:15][C:14]([OH:17])=[CH:13][C:12]=1[F:18].C(=O)([O-])[O-].[K+].[K+]. The catalyst is CCOC(C)=O. The product is [Br:10][C:11]1[CH:16]=[CH:15][C:14]([O:17][C:2]2[CH:7]=[C:6]([CH3:8])[N:5]=[C:4]([CH3:9])[CH:3]=2)=[CH:13][C:12]=1[F:18]. The yield is 0.720. (5) The reactants are [C:1]([CH2:9][C:10]#[N:11])(=O)[C:2]1[CH:7]=[CH:6][CH:5]=[CH:4][CH:3]=1.C(O)(=O)C.[OH:16][CH2:17][CH2:18][NH:19][NH2:20]. The catalyst is O. The product is [NH2:11][C:10]1[N:19]([CH2:18][CH2:17][OH:16])[N:20]=[C:1]([C:2]2[CH:7]=[CH:6][CH:5]=[CH:4][CH:3]=2)[CH:9]=1. The yield is 0.790.